Task: Regression. Given two drug SMILES strings and cell line genomic features, predict the synergy score measuring deviation from expected non-interaction effect.. Dataset: NCI-60 drug combinations with 297,098 pairs across 59 cell lines Drug 1: COC1=NC(=NC2=C1N=CN2C3C(C(C(O3)CO)O)O)N. Drug 2: B(C(CC(C)C)NC(=O)C(CC1=CC=CC=C1)NC(=O)C2=NC=CN=C2)(O)O. Cell line: RXF 393. Synergy scores: CSS=9.62, Synergy_ZIP=0.477, Synergy_Bliss=-4.24, Synergy_Loewe=-71.3, Synergy_HSA=-8.03.